Predict the reactants needed to synthesize the given product. From a dataset of Full USPTO retrosynthesis dataset with 1.9M reactions from patents (1976-2016). (1) Given the product [CH3:1][C:2]1[CH:3]=[C:4]([C:9]2[NH:10][C:11]3[C:16]([CH:17]=2)=[CH:15][C:14]([C:18]([CH3:25])([CH3:24])[C:19]([OH:21])=[O:20])=[CH:13][CH:12]=3)[CH:5]=[C:6]([CH3:8])[CH:7]=1, predict the reactants needed to synthesize it. The reactants are: [CH3:1][C:2]1[CH:3]=[C:4]([C:9]2[NH:10][C:11]3[C:16]([CH:17]=2)=[CH:15][C:14]([C:18]([CH3:25])([CH3:24])[C:19]([O:21]CC)=[O:20])=[CH:13][CH:12]=3)[CH:5]=[C:6]([CH3:8])[CH:7]=1.[OH-].[K+]. (2) Given the product [Cl:14][C:15]1[C:16]2[C:23]([I:24])=[CH:22][N:21]([CH:25]3[CH2:29][CH2:28][CH:27]([F:11])[CH2:26]3)[C:17]=2[N:18]=[CH:19][N:20]=1, predict the reactants needed to synthesize it. The reactants are: COCCN(S(F)(F)[F:11])CCOC.[Cl:14][C:15]1[C:16]2[C:23]([I:24])=[CH:22][N:21]([CH:25]3[CH2:29][CH2:28][CH:27](O)[CH2:26]3)[C:17]=2[N:18]=[CH:19][N:20]=1.C(=O)([O-])O.[Na+]. (3) Given the product [Cl:34][CH2:35][C:36]1[CH:37]=[CH:38][C:39]([C:42]([N:44]=[C:45]=[S:46])=[O:43])=[CH:40][CH:41]=1.[Cl:34][CH2:35][C:36]1[CH:37]=[CH:38][C:39]([C:42]([NH:44][C:45]([NH:31][C:30]2[CH:32]=[CH:33][C:27]([O:26][C:17]3[C:16]4[C:21](=[CH:22][C:23]([O:24][CH3:25])=[C:14]([O:13][CH3:12])[CH:15]=4)[N:20]=[CH:19][CH:18]=3)=[CH:28][CH:29]=2)=[S:46])=[O:43])=[CH:40][CH:41]=1, predict the reactants needed to synthesize it. The reactants are: ClCC1C=CC(C(Cl)=O)=CC=1.[CH3:12][O:13][C:14]1[CH:15]=[C:16]2[C:21](=[CH:22][C:23]=1[O:24][CH3:25])[N:20]=[CH:19][CH:18]=[C:17]2[O:26][C:27]1[CH:33]=[CH:32][C:30]([NH2:31])=[CH:29][CH:28]=1.[Cl:34][CH2:35][C:36]1[CH:41]=[CH:40][C:39]([C:42]([N:44]=[C:45]=[S:46])=[O:43])=[CH:38][CH:37]=1. (4) Given the product [CH3:1][O:2][C:3]([C:4]1[C:5]([NH:13][C:14]2[CH:15]=[CH:16][CH:17]=[CH:18][CH:19]=2)=[C:6]([Cl:12])[C:7]2[N:11]=[CH:21][NH:10][C:8]=2[CH:9]=1)=[O:20], predict the reactants needed to synthesize it. The reactants are: [CH3:1][O:2][C:3](=[O:20])[C:4]1[CH:9]=[C:8]([NH2:10])[C:7]([NH2:11])=[C:6]([Cl:12])[C:5]=1[NH:13][C:14]1[CH:19]=[CH:18][CH:17]=[CH:16][CH:15]=1.[C:21](O)(=O)C.C(N)=N. (5) Given the product [Br:1][C:2]1[CH:10]=[C:6]2[C:5](=[CH:4][CH:3]=1)[N:11]=[CH:12][NH:14][C:7]2=[O:8], predict the reactants needed to synthesize it. The reactants are: [Br:1][C:2]1[CH:3]=[CH:4][C:5]([NH2:11])=[C:6]([CH:10]=1)[C:7](O)=[O:8].[CH:12]([NH2:14])=O.O. (6) Given the product [Br:1][C:2]1[CH:3]=[C:4]([N:12]2[CH2:16][CH2:15][C:14]([CH3:19])([CH3:18])[CH2:13]2)[CH:5]=[C:6]([O:8][CH2:9][O:10][CH3:11])[CH:7]=1, predict the reactants needed to synthesize it. The reactants are: [Br:1][C:2]1[CH:3]=[C:4]([N:12]2[C:16](=O)[CH2:15][C:14]([CH3:19])([CH3:18])[C:13]2=O)[CH:5]=[C:6]([O:8][CH2:9][O:10][CH3:11])[CH:7]=1. (7) Given the product [CH2:1]([N:8]1[CH:12]=[C:11]([CH2:13][C:14]([O:16][CH3:17])=[O:15])[C:10]([O:18][CH2:19][CH2:20][CH2:21][C:22]2[N:26]([CH2:27][C:28]3[CH:33]=[CH:32][C:31]([Cl:34])=[CH:30][C:29]=3[Cl:35])[N:25]=[C:24]([O:36][CH2:38][CH2:37][S:39][CH2:40][CH3:41])[CH:23]=2)=[N:9]1)[C:2]1[CH:7]=[CH:6][CH:5]=[CH:4][CH:3]=1, predict the reactants needed to synthesize it. The reactants are: [CH2:1]([N:8]1[CH:12]=[C:11]([CH2:13][C:14]([O:16][CH3:17])=[O:15])[C:10]([O:18][CH2:19][CH2:20][CH2:21][C:22]2[N:26]([CH2:27][C:28]3[CH:33]=[CH:32][C:31]([Cl:34])=[CH:30][C:29]=3[Cl:35])[N:25]=[C:24]([OH:36])[CH:23]=2)=[N:9]1)[C:2]1[CH:7]=[CH:6][CH:5]=[CH:4][CH:3]=1.[CH2:37]([S:39][CH2:40][CH2:41]O)[CH3:38].C(P(CCCC)CCCC)CCC.N(C(N1CCCCC1)=O)=NC(N1CCCCC1)=O. (8) Given the product [Br:1][C:2]1[CH:11]=[CH:10][C:9]2[N:8]=[C:7]([NH:34][C:32]3[CH:31]=[CH:30][CH:29]=[C:28]4[C:33]=3[NH:25][N:26]=[CH:27]4)[C:6]3=[N:13][NH:14][CH:15]=[C:5]3[C:4]=2[CH:3]=1, predict the reactants needed to synthesize it. The reactants are: [Br:1][C:2]1[CH:11]=[CH:10][C:9]2[N:8]=[C:7](Cl)[C:6]3=[N:13][N:14](CC4C=CC(OC)=CC=4)[CH:15]=[C:5]3[C:4]=2[CH:3]=1.[NH:25]1[C:33]2[C:28](=[CH:29][CH:30]=[CH:31][C:32]=2[NH2:34])[CH:27]=[N:26]1.Cl. (9) Given the product [Cl:65][C:27]1([C:26]2[CH:30]=[CH:31][CH:32]=[C:24]([C:23]([O:34][CH3:35])=[O:33])[CH:25]=2)[CH:37]=[CH:36][C:41]([NH:10][C:9]([NH:8][C:12]2[CH:17]=[CH:16][CH:15]=[CH:14][C:13]=2[C:18]([F:19])([F:20])[F:21])=[O:11])=[C:40]([NH:42][C:52]([OH:51])=[O:46])[CH2:39]1, predict the reactants needed to synthesize it. The reactants are: ClC1(N)C=CC([N:8]([C:12]2[CH:17]=[CH:16][CH:15]=[CH:14][C:13]=2[C:18]([F:21])([F:20])[F:19])[C:9](=[O:11])[NH2:10])=CC1.[C:23]([O:34][CH3:35])(=[O:33])[C:24]1[CH:32]=[CH:31][CH:30]=[C:26]([C:27]([O-])=O)[CH:25]=1.[CH:36]1[CH:37]=C[C:39]2N(O)N=[N:42][C:40]=2[CH:41]=1.[OH2:46].CN1C[CH2:52][O:51]CC1.CCN=C=NCCCN(C)C.[ClH:65].